This data is from Forward reaction prediction with 1.9M reactions from USPTO patents (1976-2016). The task is: Predict the product of the given reaction. (1) Given the reactants F[P-](F)(F)(F)(F)F.N1(OC(N(C)C)=[N+](C)C)C2C=CC=CC=2N=N1.[Cl:25][C:26]1[CH:34]=[C:33]([C:35]([NH:37][CH2:38][C:39]2[CH:47]=[C:46]3[C:42]([CH:43]=[CH:44][NH:45]3)=[CH:41][CH:40]=2)=[O:36])[CH:32]=[CH:31][C:27]=1[C:28]([OH:30])=O.[CH3:48][O:49][C:50](=[O:59])[CH:51]([P:53]([O:57][CH3:58])([O:55][CH3:56])=[O:54])[NH2:52].ON1C2C=CC=CC=2N=N1.C(N(C(C)C)CC)(C)C, predict the reaction product. The product is: [CH3:48][O:49][C:50](=[O:59])[CH:51]([P:53]([O:55][CH3:56])([O:57][CH3:58])=[O:54])[NH:52][C:28](=[O:30])[C:27]1[CH:31]=[CH:32][C:33]([C:35]([NH:37][CH2:38][C:39]2[CH:47]=[C:46]3[C:42]([CH:43]=[CH:44][NH:45]3)=[CH:41][CH:40]=2)=[O:36])=[CH:34][C:26]=1[Cl:25]. (2) Given the reactants [NH2:1][C:2]1[N:7]=[C:6]2[S:8][CH:9]=[CH:10][C:5]2=[CH:4][C:3]=1[C:11]([OH:13])=[O:12].[C:14](=O)(O)[O-].[Na+], predict the reaction product. The product is: [CH3:14][O:12][C:11]([C:3]1[CH:4]=[C:5]2[CH:10]=[CH:9][S:8][C:6]2=[N:7][C:2]=1[NH2:1])=[O:13]. (3) Given the reactants [CH3:1][C:2]([CH3:32])([CH3:31])[CH2:3][N:4]1[C:8]2[N:9]=[C:10]([C:13]#[N:14])[N:11]=[CH:12][C:7]=2[CH:6]=[C:5]1[CH2:15][N:16]1[CH2:21][CH2:20][N:19]([C:22]2N=CC([N+]([O-])=O)=CN=2)[CH2:18][CH2:17]1.[CH3:33][S:34](Cl)(=[O:36])=[O:35].CCO[C:41]([CH3:43])=O, predict the reaction product. The product is: [C:13]([C:10]1[N:11]=[CH:12][C:7]2[CH:6]=[C:5]([CH2:15][N:16]3[CH2:21][CH2:20][N:19]([C:22]4[CH:43]=[CH:41][C:3]([NH:4][S:34]([CH3:33])(=[O:36])=[O:35])=[CH:2][CH:1]=4)[CH2:18][CH2:17]3)[N:4]([CH2:3][C:2]([CH3:31])([CH3:32])[CH3:1])[C:8]=2[N:9]=1)#[N:14].